This data is from NCI-60 drug combinations with 297,098 pairs across 59 cell lines. The task is: Regression. Given two drug SMILES strings and cell line genomic features, predict the synergy score measuring deviation from expected non-interaction effect. (1) Drug 1: C1=NNC2=C1C(=O)NC=N2. Drug 2: C1CNP(=O)(OC1)N(CCCl)CCCl. Cell line: SF-539. Synergy scores: CSS=0.673, Synergy_ZIP=-1.13, Synergy_Bliss=1.01, Synergy_Loewe=-5.28, Synergy_HSA=-1.02. (2) Drug 1: CN1C(=O)N2C=NC(=C2N=N1)C(=O)N. Drug 2: CC1=C(C(=O)C2=C(C1=O)N3CC4C(C3(C2COC(=O)N)OC)N4)N. Cell line: MCF7. Synergy scores: CSS=18.7, Synergy_ZIP=-2.89, Synergy_Bliss=-0.0415, Synergy_Loewe=-15.0, Synergy_HSA=1.35. (3) Drug 1: CN1C(=O)N2C=NC(=C2N=N1)C(=O)N. Drug 2: COCCOC1=C(C=C2C(=C1)C(=NC=N2)NC3=CC=CC(=C3)C#C)OCCOC.Cl. Cell line: SW-620. Synergy scores: CSS=2.27, Synergy_ZIP=0.300, Synergy_Bliss=-0.108, Synergy_Loewe=-2.59, Synergy_HSA=-3.96. (4) Drug 1: C1C(C(OC1N2C=C(C(=O)NC2=O)F)CO)O. Drug 2: CC(C)NC(=O)C1=CC=C(C=C1)CNNC.Cl. Cell line: RXF 393. Synergy scores: CSS=3.61, Synergy_ZIP=-0.837, Synergy_Bliss=-0.143, Synergy_Loewe=0.161, Synergy_HSA=-1.11. (5) Drug 1: CC1=C(C(CCC1)(C)C)C=CC(=CC=CC(=CC(=O)O)C)C. Drug 2: CS(=O)(=O)OCCCCOS(=O)(=O)C. Cell line: SK-MEL-5. Synergy scores: CSS=3.33, Synergy_ZIP=0.665, Synergy_Bliss=2.48, Synergy_Loewe=-3.13, Synergy_HSA=-1.93. (6) Drug 1: C1CN1C2=NC(=NC(=N2)N3CC3)N4CC4. Drug 2: COC1=CC(=CC(=C1O)OC)C2C3C(COC3=O)C(C4=CC5=C(C=C24)OCO5)OC6C(C(C7C(O6)COC(O7)C8=CC=CS8)O)O. Cell line: HOP-62. Synergy scores: CSS=61.5, Synergy_ZIP=3.89, Synergy_Bliss=1.17, Synergy_Loewe=-6.34, Synergy_HSA=2.16. (7) Drug 1: C1CCC(C1)C(CC#N)N2C=C(C=N2)C3=C4C=CNC4=NC=N3. Drug 2: C1CN1P(=S)(N2CC2)N3CC3. Cell line: CAKI-1. Synergy scores: CSS=20.7, Synergy_ZIP=-1.93, Synergy_Bliss=1.37, Synergy_Loewe=2.88, Synergy_HSA=5.34. (8) Drug 1: C1CC(=O)NC(=O)C1N2CC3=C(C2=O)C=CC=C3N. Drug 2: C#CCC(CC1=CN=C2C(=N1)C(=NC(=N2)N)N)C3=CC=C(C=C3)C(=O)NC(CCC(=O)O)C(=O)O. Cell line: OVCAR3. Synergy scores: CSS=3.80, Synergy_ZIP=-0.710, Synergy_Bliss=1.15, Synergy_Loewe=1.44, Synergy_HSA=0.947. (9) Drug 1: C1=CN(C(=O)N=C1N)C2C(C(C(O2)CO)O)O.Cl. Drug 2: CCCCCOC(=O)NC1=NC(=O)N(C=C1F)C2C(C(C(O2)C)O)O. Cell line: M14. Synergy scores: CSS=0.144, Synergy_ZIP=1.19, Synergy_Bliss=0.808, Synergy_Loewe=-2.21, Synergy_HSA=-2.19.